Binary Classification. Given a T-cell receptor sequence (or CDR3 region) and an epitope sequence, predict whether binding occurs between them. From a dataset of TCR-epitope binding with 47,182 pairs between 192 epitopes and 23,139 TCRs. The epitope is LQPFPQPELPYPQPQ. The TCR CDR3 sequence is CASSAVRQGSEKLFF. Result: 0 (the TCR does not bind to the epitope).